This data is from Catalyst prediction with 721,799 reactions and 888 catalyst types from USPTO. The task is: Predict which catalyst facilitates the given reaction. (1) Reactant: [CH2:1]([O:3][C:4](=[O:32])[C:5]([O:8][C:9]1[CH:14]=[CH:13][C:12]([O:15]CC2C=CC=CC=2)=[CH:11][C:10]=1[CH2:23][NH:24][C:25]([O:27][C:28]([CH3:31])([CH3:30])[CH3:29])=[O:26])([CH3:7])[CH3:6])[CH3:2]. Product: [CH2:1]([O:3][C:4](=[O:32])[C:5]([O:8][C:9]1[CH:14]=[CH:13][C:12]([OH:15])=[CH:11][C:10]=1[CH2:23][NH:24][C:25]([O:27][C:28]([CH3:31])([CH3:30])[CH3:29])=[O:26])([CH3:7])[CH3:6])[CH3:2]. The catalyst class is: 1. (2) Reactant: [CH:1]([C:3]1[S:7][C:6]([NH:8][CH2:9][CH2:10][CH2:11][NH:12][C:13](=[O:34])[C@@H:14]([NH:16][C:17](=[O:33])[C@@H:18]([NH:20][C:21](=[O:32])[C@@H:22]([NH:24][C:25](=[O:31])[O:26][C:27]([CH3:30])([CH3:29])[CH3:28])[CH3:23])[CH3:19])[CH3:15])=[N:5][CH:4]=1)=[O:2].[BH4-].[Na+]. Product: [OH:2][CH2:1][C:3]1[S:7][C:6]([NH:8][CH2:9][CH2:10][CH2:11][NH:12][C:13](=[O:34])[C@@H:14]([NH:16][C:17](=[O:33])[C@@H:18]([NH:20][C:21](=[O:32])[C@@H:22]([NH:24][C:25](=[O:31])[O:26][C:27]([CH3:29])([CH3:28])[CH3:30])[CH3:23])[CH3:19])[CH3:15])=[N:5][CH:4]=1. The catalyst class is: 88. (3) Reactant: [Br:1][C:2]1[CH:3]=[CH:4][CH:5]=[C:6]2[C:22]=1[C:9]1([CH2:14][CH2:13][N:12](C(OC(C)(C)C)=O)[CH2:11][CH2:10]1)[CH2:8][CH:7]2[C:23]([CH3:30])([CH3:29])[C:24]([O:26][CH2:27][CH3:28])=[O:25]. Product: [Br:1][C:2]1[CH:3]=[CH:4][CH:5]=[C:6]2[C:22]=1[C:9]1([CH2:10][CH2:11][NH:12][CH2:13][CH2:14]1)[CH2:8][CH:7]2[C:23]([CH3:29])([CH3:30])[C:24]([O:26][CH2:27][CH3:28])=[O:25]. The catalyst class is: 67. (4) Reactant: [CH2:1]([O:3][C:4]([C:6]1[C:12]2[NH:13][C:14]3[CH:15]=[C:16]([O:20]CCCO)[CH:17]=[CH:18][C:19]=3[C:11]=2[C:10]([CH3:26])([CH3:25])[CH2:9][N:8]([C:27](=[O:36])[C:28]2[CH:33]=[CH:32][C:31]([F:34])=[C:30](F)[CH:29]=2)[CH:7]=1)=[O:5])[CH3:2].C(OC(C1C2NC3C=C(O)C=CC=3C=2C(C)(C)C[N:44]([C:59](=[O:67])[C:60]2C=CC(F)=CC=2)C=1)=O)C.C(N(C(C)C)CC)(C)C.BrCCCO. Product: [CH2:1]([O:3][C:4]([C:6]1[C:12]2[NH:13][C:14]3[CH:15]=[C:16]([O:20][CH2:60][C:59](=[O:67])[NH2:44])[CH:17]=[CH:18][C:19]=3[C:11]=2[C:10]([CH3:26])([CH3:25])[CH2:9][N:8]([C:27](=[O:36])[C:28]2[CH:33]=[CH:32][C:31]([F:34])=[CH:30][CH:29]=2)[CH:7]=1)=[O:5])[CH3:2]. The catalyst class is: 10. (5) Reactant: [N:1]1[C:2]([CH2:10][N:11]2C(=O)C3C(=CC=CC=3)C2=O)=[CH:3][N:4]2[CH:9]=[CH:8][CH:7]=[CH:6][C:5]=12.O.NN.[OH-].[Na+]. Product: [N:1]1[C:2]([CH2:10][NH2:11])=[CH:3][N:4]2[CH:9]=[CH:8][CH:7]=[CH:6][C:5]=12. The catalyst class is: 8. (6) Reactant: Br.C(OC([NH:12][C@H:13]([C:17]1[O:18][C:19]([C:26]2[C:34]3[C:29](=[C:30]([Br:35])[CH:31]=[CH:32][CH:33]=3)[NH:28][CH:27]=2)=[C:20]([C:22]([O:24][CH3:25])=[O:23])[N:21]=1)[CH:14]([CH3:16])[CH3:15])=O)C1C=CC=CC=1.CC(OC)(C)C. Product: [BrH:35].[NH2:12][C@H:13]([C:17]1[O:18][C:19]([C:26]2[C:34]3[C:29](=[C:30]([Br:35])[CH:31]=[CH:32][CH:33]=3)[NH:28][CH:27]=2)=[C:20]([C:22]([O:24][CH3:25])=[O:23])[N:21]=1)[CH:14]([CH3:16])[CH3:15]. The catalyst class is: 15. (7) Reactant: F[C:2]1[CH:9]=[CH:8][C:7]([C:10]([F:13])([F:12])[F:11])=[CH:6][C:3]=1[C:4]#[N:5].[CH3:14][S-:15].[Na+].Cl. Product: [CH3:14][S:15][C:2]1[CH:9]=[CH:8][C:7]([C:10]([F:13])([F:12])[F:11])=[CH:6][C:3]=1[C:4]#[N:5]. The catalyst class is: 9.